Dataset: Forward reaction prediction with 1.9M reactions from USPTO patents (1976-2016). Task: Predict the product of the given reaction. (1) Given the reactants [Cl:1][C:2]1[CH:3]=[C:4]([C:9]2[CH:14]=[C:13]([C:15]([F:18])([F:17])[F:16])[N:12]=[C:11]([N:19]3[CH:23]=[C:22](I)[N:21]=[CH:20]3)[N:10]=2)[CH:5]=[CH:6][C:7]=1[Cl:8].[C:25]([NH:29][S:30]([C:33]1[CH:38]=[CH:37][C:36](B(O)O)=[CH:35][CH:34]=1)(=[O:32])=[O:31])([CH3:28])([CH3:27])[CH3:26], predict the reaction product. The product is: [C:25]([NH:29][S:30]([C:33]1[CH:38]=[CH:37][C:36]([C:22]2[N:21]=[CH:20][N:19]([C:11]3[N:12]=[C:13]([C:15]([F:18])([F:17])[F:16])[CH:14]=[C:9]([C:4]4[CH:5]=[CH:6][C:7]([Cl:8])=[C:2]([Cl:1])[CH:3]=4)[N:10]=3)[CH:23]=2)=[CH:35][CH:34]=1)(=[O:32])=[O:31])([CH3:28])([CH3:26])[CH3:27]. (2) Given the reactants [CH3:1][O:2][C:3](=[O:26])[CH:4]([CH2:13][C:14]1[CH:19]=[CH:18][C:17]([C:20]2[CH:25]=[CH:24][CH:23]=[CH:22][CH:21]=2)=[CH:16][CH:15]=1)[CH2:5][C:6]([O:8]C(C)(C)C)=[O:7].FC(F)(F)C(O)=O, predict the reaction product. The product is: [CH3:1][O:2][C:3](=[O:26])[CH:4]([CH2:13][C:14]1[CH:19]=[CH:18][C:17]([C:20]2[CH:21]=[CH:22][CH:23]=[CH:24][CH:25]=2)=[CH:16][CH:15]=1)[CH2:5][C:6]([OH:8])=[O:7]. (3) Given the reactants Cl[CH:2]([CH3:17])[C:3]([C:5]1[C:6]([CH:14]([CH3:16])[CH3:15])=[N:7][N:8]2[CH:13]=[CH:12][CH:11]=[CH:10][C:9]=12)=[O:4].[CH3:18][NH:19][CH2:20][C:21]1[CH:26]=[CH:25][CH:24]=[CH:23][CH:22]=1, predict the reaction product. The product is: [CH2:20]([N:19]([CH3:18])[CH:2]([CH3:17])[C:3]([C:5]1[C:6]([CH:14]([CH3:16])[CH3:15])=[N:7][N:8]2[CH:13]=[CH:12][CH:11]=[CH:10][C:9]=12)=[O:4])[C:21]1[CH:26]=[CH:25][CH:24]=[CH:23][CH:22]=1.